Dataset: Full USPTO retrosynthesis dataset with 1.9M reactions from patents (1976-2016). Task: Predict the reactants needed to synthesize the given product. (1) Given the product [CH3:24][O:23][N:21]([CH3:22])[C:19]([CH:18]1[CH2:2][CH:17]1[C:12]1[CH:13]=[CH:14][C:15]([CH3:16])=[C:10]([F:9])[CH:11]=1)=[O:20], predict the reactants needed to synthesize it. The reactants are: [I-].[CH3:2][S+](C)(C)=O.[H-].[Na+].[F:9][C:10]1[CH:11]=[C:12]([CH:17]=[CH:18][C:19]([N:21]([O:23][CH3:24])[CH3:22])=[O:20])[CH:13]=[CH:14][C:15]=1[CH3:16].O. (2) Given the product [CH3:19][NH:20][C:21]([CH:23]1[CH2:28][CH2:27][N:26]([CH2:11][C:9]2[S:10][C:5]3[C:4]([N:13]4[CH2:18][CH2:17][O:16][CH2:15][CH2:14]4)=[N:3][C:2]([Cl:1])=[N:7][C:6]=3[CH:8]=2)[CH2:25][CH2:24]1)=[O:22], predict the reactants needed to synthesize it. The reactants are: [Cl:1][C:2]1[N:3]=[C:4]([N:13]2[CH2:18][CH2:17][O:16][CH2:15][CH2:14]2)[C:5]2[S:10][C:9]([CH:11]=O)=[CH:8][C:6]=2[N:7]=1.[CH3:19][NH:20][C:21]([CH:23]1[CH2:28][CH2:27][NH:26][CH2:25][CH2:24]1)=[O:22].